The task is: Predict the reactants needed to synthesize the given product.. This data is from Full USPTO retrosynthesis dataset with 1.9M reactions from patents (1976-2016). (1) Given the product [ClH:34].[F:1][C:2]1[CH:3]=[C:4]2[C:9](=[CH:10][CH:11]=1)[N:8]=[C:7]([C:12]1[CH:17]=[CH:16][CH:15]=[CH:14][C:13]=1[OH:18])[N:6]=[C:5]2[N:19]1[CH2:23][CH2:22][C@@H:21]([NH:24][C:25](=[O:32])[O:26][C@H:27]2[CH2:31][CH2:30][O:29][CH2:28]2)[CH2:20]1, predict the reactants needed to synthesize it. The reactants are: [F:1][C:2]1[CH:3]=[C:4]2[C:9](=[CH:10][CH:11]=1)[N:8]=[C:7]([C:12]1[CH:17]=[CH:16][CH:15]=[CH:14][C:13]=1[OH:18])[N:6]=[C:5]2[N:19]1[CH2:23][CH2:22][C@@H:21]([NH:24][C:25](=[O:32])[O:26][C@H:27]2[CH2:31][CH2:30][O:29][CH2:28]2)[CH2:20]1.C(Cl)[Cl:34].Cl. (2) Given the product [N:1]([C:4]1[CH:12]=[C:11]([F:13])[CH:10]=[CH:9][C:5]=1[C:6]([NH:21][C:18]1[CH:19]=[CH:20][C:15]([Cl:14])=[CH:16][CH:17]=1)=[O:7])=[N+:2]=[N-:3], predict the reactants needed to synthesize it. The reactants are: [N:1]([C:4]1[CH:12]=[C:11]([F:13])[CH:10]=[CH:9][C:5]=1[C:6](Cl)=[O:7])=[N+:2]=[N-:3].[Cl:14][C:15]1[CH:20]=[CH:19][C:18]([NH2:21])=[CH:17][CH:16]=1.C([O-])(O)=O.[Na+]. (3) The reactants are: [N:1]1([CH2:14][CH2:15][CH2:16][CH2:17][CH2:18][C:19]([C:21]2[CH:26]=[CH:25][CH:24]=[CH:23][CH:22]=2)=[O:20])[C:13]2[C:12]3[CH:11]=[CH:10][CH:9]=[CH:8][C:7]=3[N:6]=[CH:5][C:4]=2[N:3]=[CH:2]1.C1C=C(Cl)C=C(C(OO)=[O:35])C=1. Given the product [O-:35][N+:6]1[C:7]2[CH:8]=[CH:9][CH:10]=[CH:11][C:12]=2[C:13]2[N:1]([CH2:14][CH2:15][CH2:16][CH2:17][CH2:18][C:19]([C:21]3[CH:26]=[CH:25][CH:24]=[CH:23][CH:22]=3)=[O:20])[CH:2]=[N:3][C:4]=2[CH:5]=1, predict the reactants needed to synthesize it. (4) Given the product [CH3:1][C:2]1[C:10]([N+:15]([O-:17])=[O:16])=[CH:9][C:8]([C:11]([F:12])([F:13])[F:14])=[CH:7][C:3]=1[C:4]([OH:6])=[O:5], predict the reactants needed to synthesize it. The reactants are: [CH3:1][C:2]1[CH:10]=[CH:9][C:8]([C:11]([F:14])([F:13])[F:12])=[CH:7][C:3]=1[C:4]([OH:6])=[O:5].[N+:15]([O-])([OH:17])=[O:16]. (5) Given the product [C:48]([O:52][C:53]([C@@H:55]1[CH2:59][CH2:58][CH2:57][N:56]1[CH2:60][CH2:61][O:8][C:5]1[CH:6]=[CH:7][C:2]([Br:1])=[CH:3][C:4]=1[S:9][C:10]1[CH:15]=[CH:14][CH:13]=[C:12]([F:16])[CH:11]=1)=[O:54])([CH3:51])([CH3:50])[CH3:49], predict the reactants needed to synthesize it. The reactants are: [Br:1][C:2]1[CH:7]=[CH:6][C:5]([OH:8])=[C:4]([S:9][C:10]2[CH:15]=[CH:14][CH:13]=[C:12]([F:16])[CH:11]=2)[CH:3]=1.C1(P(C2C=CC=CC=2)C2C=CC=CC=2)C=CC=CC=1.CCOC(/N=N/C(OCC)=O)=O.[C:48]([O:52][C:53]([C@@H:55]1[CH2:59][CH2:58][CH2:57][N:56]1[CH2:60][CH2:61]O)=[O:54])([CH3:51])([CH3:50])[CH3:49]. (6) The reactants are: [CH3:1][C:2]1([CH3:11])[N:6]2[C:7](=[O:10])[CH2:8][CH2:9][C@H:5]2[CH2:4][O:3]1.[Li+].[CH3:13][CH:14]([N-]C(C)C)C.BrCC. Given the product [CH2:13]([CH:8]1[C:7](=[O:10])[N:6]2[C:2]([CH3:11])([CH3:1])[O:3][CH2:4][C@@H:5]2[CH2:9]1)[CH3:14], predict the reactants needed to synthesize it. (7) Given the product [Cl:7][C:8]1[CH:13]=[CH:12][C:11]([C:14]2[C:18]([C:19]3[CH:24]=[CH:23][N:22]=[C:21]([NH:25][C:26]4[CH:27]=[CH:28][C:29]([CH2:32][N:34]5[CH2:35][CH2:36][N:37]([CH3:40])[CH2:38][CH2:39]5)=[CH:30][CH:31]=4)[N:20]=3)=[CH:17][NH:16][N:15]=2)=[CH:10][CH:9]=1, predict the reactants needed to synthesize it. The reactants are: [H-].[Al+3].[Li+].[H-].[H-].[H-].[Cl:7][C:8]1[CH:13]=[CH:12][C:11]([C:14]2[C:18]([C:19]3[CH:24]=[CH:23][N:22]=[C:21]([NH:25][C:26]4[CH:31]=[CH:30][C:29]([C:32]([N:34]5[CH2:39][CH2:38][N:37]([CH3:40])[CH2:36][CH2:35]5)=O)=[CH:28][CH:27]=4)[N:20]=3)=[CH:17][NH:16][N:15]=2)=[CH:10][CH:9]=1.